Dataset: Catalyst prediction with 721,799 reactions and 888 catalyst types from USPTO. Task: Predict which catalyst facilitates the given reaction. (1) Reactant: [NH2:1][C:2]1[CH:7]=[CH:6][CH:5]=[CH:4][N:3]=1.CCN=C=NCCCN(C)C.Cl.CN(C1C=CC=CN=1)C.[Cl:29][C:30]([F:35])([F:34])[C:31](O)=[O:32]. Product: [Cl:29][C:30]([F:35])([F:34])[C:31]([N:1]=[C:2]1[CH:7]=[CH:6][CH:5]=[CH:4][NH:3]1)=[O:32]. The catalyst class is: 4. (2) Product: [C:28]([O:31][CH2:32][CH2:33][O:14][C:4]1[C:3]([C:15]2[CH:16]=[CH:17][C:18]([CH3:21])=[CH:19][CH:20]=2)=[C:2]([NH2:1])[N:6]([CH2:7][C:8]2[CH:9]=[CH:10][CH:11]=[CH:12][CH:13]=2)[N:5]=1)(=[O:30])[CH3:29]. The catalyst class is: 9. Reactant: [NH2:1][C:2]1[N:6]([CH2:7][C:8]2[CH:13]=[CH:12][CH:11]=[CH:10][CH:9]=2)[N:5]=[C:4]([OH:14])[C:3]=1[C:15]1[CH:20]=[CH:19][C:18]([CH3:21])=[CH:17][CH:16]=1.C(=O)([O-])[O-].[Cs+].[Cs+].[C:28]([O:31][CH2:32][CH2:33]Br)(=[O:30])[CH3:29]. (3) Reactant: [CH3:1][C:2]1[CH:6]=[C:5]([C:7]([O:9][CH2:10][CH3:11])=[O:8])[NH:4][N:3]=1.Cl[C:13]1[N:18]=[CH:17][C:16]([S:19]([NH2:22])(=[O:21])=[O:20])=[CH:15][CH:14]=1.CC(C)([O-])C.[K+]. Product: [NH2:22][S:19]([C:16]1[CH:15]=[CH:14][C:13]([N:3]2[C:2]([CH3:1])=[CH:6][C:5]([C:7]([O:9][CH2:10][CH3:11])=[O:8])=[N:4]2)=[N:18][CH:17]=1)(=[O:21])=[O:20]. The catalyst class is: 16. (4) Reactant: [NH2:1][CH2:2][CH2:3][P:4](=[O:11])([O:8][CH2:9][CH3:10])[O:5][CH2:6][CH3:7].[Cl:12][C:13]1[CH:14]=[C:15]2[C:20](=[C:21]([Cl:23])[CH:22]=1)[CH2:19][N:18]([CH3:24])[CH2:17][CH:16]2[C:25]1[CH:26]=[C:27]([S:31](Cl)(=[O:33])=[O:32])[CH:28]=[CH:29][CH:30]=1. Product: [Cl:12][C:13]1[CH:14]=[C:15]2[C:20](=[C:21]([Cl:23])[CH:22]=1)[CH2:19][N:18]([CH3:24])[CH2:17][CH:16]2[C:25]1[CH:26]=[C:27]([S:31]([NH:1][CH2:2][CH2:3][P:4](=[O:11])([O:5][CH2:6][CH3:7])[O:8][CH2:9][CH3:10])(=[O:33])=[O:32])[CH:28]=[CH:29][CH:30]=1. The catalyst class is: 4.